Task: Predict the reactants needed to synthesize the given product.. Dataset: Full USPTO retrosynthesis dataset with 1.9M reactions from patents (1976-2016) (1) Given the product [Cl:33][C:27]1[CH:28]=[C:29]([Cl:32])[CH:30]=[CH:31][C:26]=1[CH:22]1[C:21]2[N:18]=[C:16]([NH:15][C:5]3[CH:6]=[CH:7][C:8]([N:9]4[CH:13]=[C:12]([CH3:14])[N:11]=[CH:10]4)=[C:3]([O:2][CH3:1])[CH:4]=3)[S:17][C:20]=2[CH2:25][CH2:24][CH2:23]1, predict the reactants needed to synthesize it. The reactants are: [CH3:1][O:2][C:3]1[CH:4]=[C:5]([NH:15][C:16]([NH2:18])=[S:17])[CH:6]=[CH:7][C:8]=1[N:9]1[CH:13]=[C:12]([CH3:14])[N:11]=[CH:10]1.Br[CH:20]1[CH2:25][CH2:24][CH2:23][CH:22]([C:26]2[CH:31]=[CH:30][C:29]([Cl:32])=[CH:28][C:27]=2[Cl:33])[C:21]1=O. (2) Given the product [C:1]([C:4]1[S:8][C:7]([NH2:9])=[C:6]([C:10]([N:30]2[CH2:31][CH2:32][CH:27]([N:23]3[CH2:24][CH2:25][CH2:26][C:20]4([C:19](=[O:33])[O:18][C:17]([CH3:16])([CH3:34])[CH2:21]4)[CH2:22]3)[CH2:28][CH2:29]2)=[O:12])[C:5]=1[CH3:13])(=[O:3])[CH3:2], predict the reactants needed to synthesize it. The reactants are: [C:1]([C:4]1[S:8][C:7]([NH2:9])=[C:6]([C:10]([OH:12])=O)[C:5]=1[CH3:13])(=[O:3])[CH3:2].Cl.Cl.[CH3:16][C:17]1([CH3:34])[CH2:21][C:20]2([CH2:26][CH2:25][CH2:24][N:23]([CH:27]3[CH2:32][CH2:31][NH:30][CH2:29][CH2:28]3)[CH2:22]2)[C:19](=[O:33])[O:18]1.C(OC(C)C)(C)C. (3) Given the product [F:13][C:12]1[C:6]2[CH2:5][O:4][CH:3]([CH2:2][N:21]([CH2:22][CH2:23][CH3:24])[CH2:18][CH2:19][CH3:20])[O:8][C:7]=2[CH:9]=[C:10]([S:14]([CH3:17])(=[O:16])=[O:15])[CH:11]=1, predict the reactants needed to synthesize it. The reactants are: Br[CH2:2][CH:3]1[O:8][C:7]2[CH:9]=[C:10]([S:14]([CH3:17])(=[O:16])=[O:15])[CH:11]=[C:12]([F:13])[C:6]=2[CH2:5][O:4]1.[CH2:18]([NH:21][CH2:22][CH2:23][CH3:24])[CH2:19][CH3:20].